Dataset: Forward reaction prediction with 1.9M reactions from USPTO patents (1976-2016). Task: Predict the product of the given reaction. (1) The product is: [I:1][C:2]1[CH:10]=[C:6]2[C:5](=[CH:4][CH:3]=1)[N:11]=[CH:12][N:18]([C:19]1[CH:24]=[CH:23][CH:22]=[CH:21][CH:20]=1)[C:7]2=[O:9]. Given the reactants [I:1][C:2]1[CH:10]=[C:6]([C:7]([OH:9])=O)[C:5]([NH2:11])=[CH:4][CH:3]=1.[CH:12]([O-])([O-])OCC.[NH2:18][C:19]1[CH:24]=[CH:23][CH:22]=[CH:21][CH:20]=1.C(O)CCCC, predict the reaction product. (2) Given the reactants [OH:1][C:2]1[C:3](=[O:16])[CH:4]=[C:5]([CH2:8][O:9][CH:10]2[CH2:15][CH2:14][CH2:13][CH2:12][O:11]2)[O:6][CH:7]=1.C([O-])([O-])=O.[Cs+].[Cs+].[Br:23][CH2:24][C:25]1[CH:30]=[CH:29][CH:28]=[CH:27][C:26]=1[CH2:31]Br, predict the reaction product. The product is: [Br:23][CH2:24][C:25]1[CH:30]=[CH:29][CH:28]=[CH:27][C:26]=1[CH2:31][O:1][C:2]1[C:3](=[O:16])[CH:4]=[C:5]([CH2:8][O:9][CH:10]2[CH2:15][CH2:14][CH2:13][CH2:12][O:11]2)[O:6][CH:7]=1. (3) Given the reactants [CH3:1][O:2][C:3](=[O:33])[CH2:4][C@H:5]1[C:9]2[CH:10]=[CH:11][C:12]([O:14][C@H:15]3[C:23]4[C:18](=[C:19](B5OC(C)(C)C(C)(C)O5)[CH:20]=[CH:21][CH:22]=4)[CH2:17][CH2:16]3)=[CH:13][C:8]=2[O:7][CH2:6]1.Br[C:35]1[CH:36]=[C:37]([CH:46]=[CH:47][C:48]=1[CH3:49])[O:38][Si:39]([C:42]([CH3:45])([CH3:44])[CH3:43])([CH3:41])[CH3:40].O, predict the reaction product. The product is: [CH3:1][O:2][C:3](=[O:33])[CH2:4][C@H:5]1[C:9]2[CH:10]=[CH:11][C:12]([O:14][C@H:15]3[C:23]4[C:22](=[C:21]([C:47]5[CH:46]=[C:37]([O:38][Si:39]([C:42]([CH3:44])([CH3:43])[CH3:45])([CH3:40])[CH3:41])[CH:36]=[CH:35][C:48]=5[CH3:49])[CH:20]=[CH:19][CH:18]=4)[CH2:17][CH2:16]3)=[CH:13][C:8]=2[O:7][CH2:6]1. (4) Given the reactants [OH:1][C@H:2]([C:16]1[S:17][CH:18]=[CH:19][CH:20]=1)[C@@H:3]1[N:7]([CH3:8])[C:6](=O)[CH2:5][C@@H:4]1[C:10]1[CH:15]=[CH:14][CH:13]=[CH:12][CH:11]=1.COC1C=CC(P2(SP(C3C=CC(OC)=CC=3)(=S)S2)=[S:30])=CC=1.COC1C=CC(P2(=S)CP(=S)(C3C=CC(OC)=CC=3)S2)=CC=1.CCC1(C2C=CC=CC=2)C(=O)NC(=O)NC1=O, predict the reaction product. The product is: [OH:1][C@H:2]([C:16]1[S:17][CH:18]=[CH:19][CH:20]=1)[C@@H:3]1[N:7]([CH3:8])[C:6](=[S:30])[CH2:5][C@@H:4]1[C:10]1[CH:15]=[CH:14][CH:13]=[CH:12][CH:11]=1. (5) Given the reactants [CH2:1]([O:8][C:9]([N:11]1[CH2:15][CH2:14][CH2:13][C@H:12]1[C:16](=O)[CH2:17]Br)=[O:10])[C:2]1[CH:7]=[CH:6][CH:5]=[CH:4][CH:3]=1.[NH2:20][C:21]1[C:26]([Br:27])=[CH:25][C:24]([CH3:28])=[CH:23][N:22]=1, predict the reaction product. The product is: [CH2:1]([O:8][C:9]([N:11]1[CH2:15][CH2:14][CH2:13][C@H:12]1[C:16]1[N:20]=[C:21]2[C:26]([Br:27])=[CH:25][C:24]([CH3:28])=[CH:23][N:22]2[CH:17]=1)=[O:10])[C:2]1[CH:3]=[CH:4][CH:5]=[CH:6][CH:7]=1.